From a dataset of Peptide-MHC class I binding affinity with 185,985 pairs from IEDB/IMGT. Regression. Given a peptide amino acid sequence and an MHC pseudo amino acid sequence, predict their binding affinity value. This is MHC class I binding data. (1) The peptide sequence is NIERQDYRR. The MHC is HLA-A02:03 with pseudo-sequence HLA-A02:03. The binding affinity (normalized) is 0.240. (2) The peptide sequence is YLPYDIFCR. The MHC is HLA-B57:01 with pseudo-sequence HLA-B57:01. The binding affinity (normalized) is 0.0847. (3) The peptide sequence is YLFEVDNLT. The MHC is HLA-A02:01 with pseudo-sequence HLA-A02:01. The binding affinity (normalized) is 0.386. (4) The peptide sequence is YIFFASFYY. The MHC is HLA-A68:01 with pseudo-sequence HLA-A68:01. The binding affinity (normalized) is 0.922.